Predict which catalyst facilitates the given reaction. From a dataset of Catalyst prediction with 721,799 reactions and 888 catalyst types from USPTO. (1) The catalyst class is: 1. Product: [CH2:22]([O:24][C:25]1[CH:26]=[C:27]([C:33]([C:35]2[CH:44]=[CH:43][C:38]3[N:39]([CH3:42])[N:40]=[N:41][C:37]=3[CH:36]=2)=[CH:9][C:10]#[N:11])[CH:28]=[CH:29][C:30]=1[O:31][CH3:32])[CH3:23]. Reactant: C(OP([CH2:9][C:10]#[N:11])(=O)OCC)C.C[Si]([N-][Si](C)(C)C)(C)C.[Li+].[CH2:22]([O:24][C:25]1[CH:26]=[C:27]([C:33]([C:35]2[CH:44]=[CH:43][C:38]3[N:39]([CH3:42])[N:40]=[N:41][C:37]=3[CH:36]=2)=O)[CH:28]=[CH:29][C:30]=1[O:31][CH3:32])[CH3:23].CCOCC. (2) Reactant: [N+:1]([C:4]1[CH:9]=[CH:8][C:7]([OH:10])=[CH:6][CH:5]=1)([O-:3])=[O:2].Br[C:12]([CH3:18])([CH3:17])[C:13]([O:15][CH3:16])=[O:14].C([O-])([O-])=O.[K+].[K+]. Product: [N+:1]([C:4]1[CH:9]=[CH:8][C:7]([O:10][C:12]([CH3:18])([CH3:17])[C:13]([O:15][CH3:16])=[O:14])=[CH:6][CH:5]=1)([O-:3])=[O:2]. The catalyst class is: 95. (3) The catalyst class is: 2. Product: [F:1][C:2]1[CH:7]=[CH:6][C:5]([C:8]2[C:15]([CH3:16])=[C:14]3[N:10]([C:9]=2[CH:20]2[CH:21]=[CH:22][N:17]([C:24]([O:26][CH2:27][CH3:28])=[O:25])[CH:18]=[CH:19]2)[CH2:11][CH2:12][CH2:13]3)=[CH:4][CH:3]=1. Reactant: [F:1][C:2]1[CH:7]=[CH:6][C:5]([C:8]2[C:15]([CH3:16])=[C:14]3[N:10]([CH2:11][CH2:12][CH2:13]3)[CH:9]=2)=[CH:4][CH:3]=1.[N:17]1[CH:22]=[CH:21][CH:20]=[CH:19][CH:18]=1.Cl[C:24]([O:26][CH2:27][CH3:28])=[O:25]. (4) Reactant: [CH2:1]([OH:5])[CH2:2][CH2:3][OH:4].[Na].[Cl:7][C:8]1[CH:15]=[C:14](F)[CH:13]=[CH:12][C:9]=1[C:10]#[N:11]. Product: [Cl:7][C:8]1[CH:15]=[C:14]([O:4][CH2:3][CH2:2][CH2:1][OH:5])[CH:13]=[CH:12][C:9]=1[C:10]#[N:11]. The catalyst class is: 6. (5) Reactant: O1C2C=CC=CC=2OB1.[Br:10][C:11]1[C:12]([N:27]2[CH2:32][CH2:31][CH:30]([C:33]3[CH:38]=[CH:37][CH:36]=[CH:35][CH:34]=3)[CH2:29][CH2:28]2)=[C:13]([C:19](=[O:26])[C:20]([O:22][CH:23]([CH3:25])[CH3:24])=[O:21])[C:14]([CH3:18])=[N:15][C:16]=1[CH3:17].CB1N2CCC[C@@H]2C(C2C=CC=CC=2)(C2C=CC=CC=2)O1. Product: [Br:10][C:11]1[C:12]([N:27]2[CH2:32][CH2:31][CH:30]([C:33]3[CH:38]=[CH:37][CH:36]=[CH:35][CH:34]=3)[CH2:29][CH2:28]2)=[C:13]([C@H:19]([OH:26])[C:20]([O:22][CH:23]([CH3:25])[CH3:24])=[O:21])[C:14]([CH3:18])=[N:15][C:16]=1[CH3:17]. The catalyst class is: 11. (6) Reactant: [F:1][C:2]1[CH:7]=[CH:6][C:5]([C:8]2[N:17]=[C:16]([O:18][CH:19]3[CH2:36][CH:35]4[N:21]([C:22](=[O:42])[N:23]([CH3:41])[CH2:24][CH2:25][CH2:26][CH2:27][CH:28]=[CH:29][CH:30]5[C:32]([C:38](O)=[O:39])([NH:33][C:34]4=[O:37])[CH2:31]5)[CH2:20]3)[C:15]3[C:10](=[C:11]([CH3:45])[C:12]([O:43][CH3:44])=[CH:13][CH:14]=3)[N:9]=2)=[CH:4][CH:3]=1.C(Cl)CCl.[CH:50]1([S:53]([NH2:56])(=[O:55])=[O:54])[CH2:52][CH2:51]1.C1CCN2C(=NCCC2)CC1.C(O)(=O)CC(CC(O)=O)(C(O)=O)O. Product: [F:1][C:2]1[CH:7]=[CH:6][C:5]([C:8]2[N:17]=[C:16]([O:18][CH:19]3[CH2:36][CH:35]4[N:21]([C:22](=[O:42])[N:23]([CH3:41])[CH2:24][CH2:25][CH2:26][CH2:27][CH:28]=[CH:29][CH:30]5[C:32]([C:38]([NH:56][S:53]([CH:50]6[CH2:52][CH2:51]6)(=[O:55])=[O:54])=[O:39])([NH:33][C:34]4=[O:37])[CH2:31]5)[CH2:20]3)[C:15]3[C:10](=[C:11]([CH3:45])[C:12]([O:43][CH3:44])=[CH:13][CH:14]=3)[N:9]=2)=[CH:4][CH:3]=1. The catalyst class is: 2. (7) Reactant: [C:1]([C:5]1[CH:9]=[C:8]([NH:10][C:11]([NH:13][C@@H:14]2[C:23]3[C:18](=[CH:19][CH:20]=[CH:21][CH:22]=3)[C@H:17]([O:24][C:25]3[CH:26]=[CH:27][C:28]4[N:29]([C:31]([N:34]5[CH2:39][CH2:38][CH2:37][CH2:36][CH2:35]5)=[N:32][N:33]=4)[CH:30]=3)[CH2:16][CH2:15]2)=[O:12])[N:7]([C:40]2[N:41]=[CH:42][N:43]([CH2:45][CH2:46]OS(C)(=O)=O)[CH:44]=2)[N:6]=1)([CH3:4])([CH3:3])[CH3:2].[CH3:52][NH:53][CH3:54]. Product: [C:1]([C:5]1[CH:9]=[C:8]([NH:10][C:11]([NH:13][C@@H:14]2[C:23]3[C:18](=[CH:19][CH:20]=[CH:21][CH:22]=3)[C@H:17]([O:24][C:25]3[CH:26]=[CH:27][C:28]4[N:29]([C:31]([N:34]5[CH2:39][CH2:38][CH2:37][CH2:36][CH2:35]5)=[N:32][N:33]=4)[CH:30]=3)[CH2:16][CH2:15]2)=[O:12])[N:7]([C:40]2[N:41]=[CH:42][N:43]([CH2:45][CH2:46][N:53]([CH3:54])[CH3:52])[CH:44]=2)[N:6]=1)([CH3:4])([CH3:3])[CH3:2]. The catalyst class is: 1. (8) Reactant: Cl[C:2]1[S:6][N:5]=[C:4]([C:7]2[S:8][CH:9]=[CH:10][CH:11]=2)[N:3]=1.[N:12]1([C:18]([O:20][C:21]([CH3:24])([CH3:23])[CH3:22])=[O:19])[CH2:17][CH2:16][NH:15][CH2:14][CH2:13]1.C(N(CC)CC)C.O. Product: [S:8]1[CH:9]=[CH:10][CH:11]=[C:7]1[C:4]1[N:3]=[C:2]([N:15]2[CH2:14][CH2:13][N:12]([C:18]([O:20][C:21]([CH3:24])([CH3:23])[CH3:22])=[O:19])[CH2:17][CH2:16]2)[S:6][N:5]=1. The catalyst class is: 9. (9) Reactant: [CH3:1][C:2]([O:5][C:6]([N:8]1[CH2:14][CH2:13][C:12]2[CH:15]=[CH:16][C:17]([CH2:19][C:20]3[CH:21]=[CH:22][C:23]([C:26]([OH:28])=O)=[N:24][CH:25]=3)=[CH:18][C:11]=2[CH2:10][CH2:9]1)=[O:7])([CH3:4])[CH3:3].[C:29](=[N:32]O)([NH2:31])[CH3:30]. Product: [CH3:30][C:29]1[N:32]=[C:26]([C:23]2[N:24]=[CH:25][C:20]([CH2:19][C:17]3[CH:16]=[CH:15][C:12]4[CH2:13][CH2:14][N:8]([C:6]([O:5][C:2]([CH3:3])([CH3:4])[CH3:1])=[O:7])[CH2:9][CH2:10][C:11]=4[CH:18]=3)=[CH:21][CH:22]=2)[O:28][N:31]=1. The catalyst class is: 4.